Dataset: Reaction yield outcomes from USPTO patents with 853,638 reactions. Task: Predict the reaction yield, written as a fraction of the theoretical maximum amount of product (1.0 means a 100% yield; for example, 0.34 means a 34% yield). (1) The reactants are Br[C:2]1[C:10]2[C:5](=[CH:6][CH:7]=[C:8]([C:11]#[N:12])[CH:9]=2)[N:4]([CH:13]2[CH2:18][CH2:17][CH2:16][CH2:15][O:14]2)[N:3]=1.[O:19]1[C:23]2[CH:24]=[CH:25][CH:26]=[CH:27][C:22]=2[CH:21]=[C:20]1B(O)O.C(Cl)Cl.P([O-])([O-])([O-])=O.[K+].[K+].[K+]. The catalyst is COCCOC.C1C=CC(P(C2C=CC=CC=2)[C-]2C=CC=C2)=CC=1.C1C=CC(P(C2C=CC=CC=2)[C-]2C=CC=C2)=CC=1.Cl[Pd]Cl.[Fe+2]. The product is [O:19]1[C:23]2[CH:24]=[CH:25][CH:26]=[CH:27][C:22]=2[CH:21]=[C:20]1[C:2]1[C:10]2[C:5](=[CH:6][CH:7]=[C:8]([C:11]#[N:12])[CH:9]=2)[N:4]([CH:13]2[CH2:18][CH2:17][CH2:16][CH2:15][O:14]2)[N:3]=1. The yield is 0.150. (2) The product is [Cl:1][C:2]1[CH:3]=[C:4]([C:8]2[N:12]=[C:11]([CH:13]([N:15]([CH:20]3[CH2:21][CH2:22]3)[C:16](=[N:18][CH3:19])[S:17][CH2:24][CH3:25])[CH3:14])[O:10][N:9]=2)[CH:5]=[CH:6][CH:7]=1. The catalyst is CO. The reactants are [Cl:1][C:2]1[CH:3]=[C:4]([C:8]2[N:12]=[C:11]([CH:13]([N:15]([CH:20]3[CH2:22][CH2:21]3)[C:16]([NH:18][CH3:19])=[S:17])[CH3:14])[O:10][N:9]=2)[CH:5]=[CH:6][CH:7]=1.I[CH2:24][CH3:25]. The yield is 0.960. (3) The reactants are [NH2:1][C:2]1[S:3][C:4]([C:7]([CH3:10])([CH3:9])[CH3:8])=[N:5][N:6]=1.[C:11]([NH:14][C:15]1[CH:24]=[CH:23][C:18]([S:19](Cl)(=[O:21])=[O:20])=[CH:17][CH:16]=1)(=[O:13])[CH3:12].Cl. The catalyst is N1C=CC=CC=1. The product is [C:7]([C:4]1[S:3][C:2]([NH:1][S:19]([C:18]2[CH:17]=[CH:16][C:15]([NH:14][C:11](=[O:13])[CH3:12])=[CH:24][CH:23]=2)(=[O:21])=[O:20])=[N:6][N:5]=1)([CH3:10])([CH3:9])[CH3:8]. The yield is 0.840.